From a dataset of Forward reaction prediction with 1.9M reactions from USPTO patents (1976-2016). Predict the product of the given reaction. (1) Given the reactants C(=O)([O-])[O-].[Cs+].[Cs+].Br[C:8]1[CH:9]=[C:10]([C:15]([O:17][CH3:18])=[O:16])[O:11][C:12]=1[C:13]#[N:14].[C:19](=[N:32][NH2:33])([C:26]1[CH:31]=[CH:30][CH:29]=[CH:28][CH:27]=1)[C:20]1[CH:25]=[CH:24][CH:23]=[CH:22][CH:21]=1.O=[Si]=O, predict the reaction product. The product is: [C:13]([C:12]1[O:11][C:10]([C:15]([O:17][CH3:18])=[O:16])=[CH:9][C:8]=1[NH:33][N:32]=[C:19]([C:20]1[CH:25]=[CH:24][CH:23]=[CH:22][CH:21]=1)[C:26]1[CH:31]=[CH:30][CH:29]=[CH:28][CH:27]=1)#[N:14]. (2) Given the reactants [Cl:1][C:2]1[CH:7]=[CH:6][C:5]([C:8]2[CH2:9][CH2:10][N:11]([S:14]([CH3:17])(=[O:16])=[O:15])[CH2:12][CH:13]=2)=[CH:4][CH:3]=1.[OH-:18].[Na+].OO, predict the reaction product. The product is: [Cl:1][C:2]1[CH:7]=[CH:6][C:5]([CH:8]2[CH2:9][CH2:10][N:11]([S:14]([CH3:17])(=[O:16])=[O:15])[CH2:12][CH:13]2[OH:18])=[CH:4][CH:3]=1. (3) Given the reactants C(OC([N:8]1[CH2:13][CH2:12][N:11]([C:14]2[C:19]([C:20]#[C:21][C:22]3[CH:23]=[N:24][C:25]([NH2:28])=[CH:26][CH:27]=3)=[C:18]([CH3:29])[N:17]=[CH:16][N:15]=2)[CH2:10][CH2:9]1)=O)(C)(C)C, predict the reaction product. The product is: [NH2:28][C:25]1[N:24]=[CH:23][C:22]([C:21]#[C:20][C:19]2[C:14]([N:11]3[CH2:12][CH2:13][NH:8][CH2:9][CH2:10]3)=[N:15][CH:16]=[N:17][C:18]=2[CH3:29])=[CH:27][CH:26]=1. (4) The product is: [Cl:19][C:14]1[NH:13][C:10]2=[N:11][CH:12]=[C:7]([C:1]3[CH:6]=[CH:5][CH:4]=[CH:3][CH:2]=3)[N:8]=[C:9]2[N:15]=1. Given the reactants [C:1]1([C:7]2[N:8]=[C:9]3[NH:15][C:14](=O)[NH:13][C:10]3=[N:11][CH:12]=2)[CH:6]=[CH:5][CH:4]=[CH:3][CH:2]=1.P(Cl)(Cl)([Cl:19])=O, predict the reaction product.